Dataset: hERG potassium channel inhibition data for cardiac toxicity prediction from Karim et al.. Task: Regression/Classification. Given a drug SMILES string, predict its toxicity properties. Task type varies by dataset: regression for continuous values (e.g., LD50, hERG inhibition percentage) or binary classification for toxic/non-toxic outcomes (e.g., AMES mutagenicity, cardiotoxicity, hepatotoxicity). Dataset: herg_karim. (1) The drug is Cc1ccc(Cc2ccnc(COc3ccc(C)cc3)c2)cc1. The result is 1 (blocker). (2) The drug is O=c1[nH]c2ccccc2n1C1CCN(C2CCCCC2)CC1. The result is 0 (non-blocker). (3) The compound is O=S(=O)(Nc1cncc(C(F)(F)F)c1)c1ccccc1C(F)(F)F. The result is 0 (non-blocker).